Dataset: Reaction yield outcomes from USPTO patents with 853,638 reactions. Task: Predict the reaction yield, written as a fraction of the theoretical maximum amount of product (1.0 means a 100% yield; for example, 0.34 means a 34% yield). (1) The reactants are Br[C:2]1[CH:7]=[CH:6][C:5]([O:8][CH2:9][CH3:10])=[CH:4][CH:3]=1.C([O-])([O-])=O.[Cs+].[Cs+].[NH4+:17].[Cl-:18]. The catalyst is O1CCOCC1. The product is [ClH:18].[CH2:9]([O:8][C:5]1[CH:6]=[CH:7][C:2]([CH2:4][CH:3]2[CH2:2][CH2:7][CH2:6][NH:17]2)=[CH:3][CH:4]=1)[CH3:10]. The yield is 0.532. (2) The reactants are [F:1][C:2]1([F:29])[CH2:28][CH2:27][C@@H:5]2[O:6][CH2:7][C:8](=[O:26])[N:9]([CH:10]3[CH2:15][CH2:14][N:13](C(OCC4C=CC=CC=4)=O)[CH2:12][CH2:11]3)[C@H:4]2[CH2:3]1. The catalyst is CC(O)C.[Pd]. The product is [F:29][C:2]1([F:1])[CH2:28][CH2:27][C@@H:5]2[O:6][CH2:7][C:8](=[O:26])[N:9]([CH:10]3[CH2:15][CH2:14][NH:13][CH2:12][CH2:11]3)[C@H:4]2[CH2:3]1. The yield is 0.940. (3) The reactants are [C:1]([N:4]1[C:13]2[C:8](=[CH:9][C:10](B3OC(C)(C)C(C)(C)O3)=[CH:11][CH:12]=2)[C@H:7]([NH:23][C:24](=[O:29])[O:25][CH:26]([CH3:28])[CH3:27])[CH2:6][C@@H:5]1[CH3:30])(=[O:3])[CH3:2].C(=O)([O-])[O-].[K+].[K+].Br[C:38]1[S:39][C:40]([CH3:43])=[N:41][N:42]=1.C(O)C. The catalyst is C1C=CC([P]([Pd]([P](C2C=CC=CC=2)(C2C=CC=CC=2)C2C=CC=CC=2)([P](C2C=CC=CC=2)(C2C=CC=CC=2)C2C=CC=CC=2)[P](C2C=CC=CC=2)(C2C=CC=CC=2)C2C=CC=CC=2)(C2C=CC=CC=2)C2C=CC=CC=2)=CC=1.C1(C)C=CC=CC=1. The product is [C:1]([N:4]1[C:13]2[C:8](=[CH:9][C:10]([C:38]3[S:39][C:40]([CH3:43])=[N:41][N:42]=3)=[CH:11][CH:12]=2)[C@H:7]([NH:23][C:24](=[O:29])[O:25][CH:26]([CH3:28])[CH3:27])[CH2:6][C@@H:5]1[CH3:30])(=[O:3])[CH3:2]. The yield is 0.288. (4) The reactants are [OH:1][CH2:2][CH2:3][C:4]#[CH:5].N1C=CN=C1.[Si:11](Cl)([C:14]([CH3:17])([CH3:16])[CH3:15])([CH3:13])[CH3:12]. The catalyst is CN(C=O)C.O. The product is [Si:11]([O:1][CH2:2][CH2:3][C:4]#[CH:5])([C:14]([CH3:17])([CH3:16])[CH3:15])([CH3:13])[CH3:12]. The yield is 0.890. (5) The reactants are [CH3:1][O:2][C:3]1[CH:12]=[C:11]2[C:6]([CH:7]=[CH:8][C:9]([OH:13])=[CH:10]2)=[CH:5][CH:4]=1.N1C=CC=CC=1.[F:20][C:21]([F:34])([F:33])[S:22](O[S:22]([C:21]([F:34])([F:33])[F:20])(=[O:24])=[O:23])(=[O:24])=[O:23].C(=O)(O)[O-].[Na+]. The catalyst is ClCCl. The product is [F:20][C:21]([F:34])([F:33])[S:22]([O:13][C:9]1[CH:8]=[CH:7][C:6]2[C:11](=[CH:12][C:3]([O:2][CH3:1])=[CH:4][CH:5]=2)[CH:10]=1)(=[O:24])=[O:23]. The yield is 0.970. (6) The reactants are C(O[C:6](=O)[N:7](C)[C:8]1[S:12][C:11]([C:13]2[CH:14]=[N:15][CH:16]=[CH:17][CH:18]=2)=[N:10][C:9]=1[C:19]([F:22])([F:21])[F:20])(C)(C)C.FC(F)(F)C(O)=O. The catalyst is ClCCCl. The product is [CH3:6][NH:7][C:8]1[S:12][C:11]([C:13]2[CH:14]=[N:15][CH:16]=[CH:17][CH:18]=2)=[N:10][C:9]=1[C:19]([F:21])([F:20])[F:22]. The yield is 0.800. (7) The reactants are [Br:1][C:2]1[CH:3]=[C:4]([N:8]2[C:16]3[CH:15]=[C:14](Cl)[N:13]=[CH:12][C:11]=3[C:10]([C:18]([O:20]C)=[O:19])=[N:9]2)[CH:5]=[CH:6][CH:7]=1.[O-:22][CH2:23][CH3:24].[Na+].CN(C=O)C.Cl. The catalyst is C(O)C. The product is [Br:1][C:2]1[CH:3]=[C:4]([N:8]2[C:16]3[CH:15]=[C:14]([O:22][CH2:23][CH3:24])[N:13]=[CH:12][C:11]=3[C:10]([C:18]([OH:20])=[O:19])=[N:9]2)[CH:5]=[CH:6][CH:7]=1. The yield is 0.740. (8) The reactants are Cl.Cl.[NH2:3][CH2:4][CH2:5][S:6][S:7][CH2:8][CH2:9][NH2:10].C(N(CC)CC)C.[CH3:18][C:19]([O:22][C:23](O[C:23]([O:22][C:19]([CH3:21])([CH3:20])[CH3:18])=[O:24])=[O:24])([CH3:21])[CH3:20]. The catalyst is CO. The product is [NH2:3][CH2:4][CH2:5][S:6][S:7][CH2:8][CH2:9][NH:10][C:23](=[O:24])[O:22][C:19]([CH3:21])([CH3:20])[CH3:18]. The yield is 0.440. (9) The reactants are [Li+].C[Si]([N-][Si](C)(C)C)(C)C.C[O:12][C:13]([C:15]1[CH:16]=[CH:17][C:18]2[C@:24]3([CH2:32][C:33]4[CH:38]=[CH:37][CH:36]=[CH:35][CH:34]=4)[CH2:25][CH2:26][C@@:27]([CH2:30][CH3:31])([OH:29])[CH2:28][C@@H:23]3[CH2:22][C:21](=[O:39])[CH2:20][C:19]=2[CH:40]=1)=O.[CH3:41][C:42]1[C:47]([NH2:48])=[CH:46][CH:45]=[CH:44][N:43]=1. The catalyst is C1(C)C=CC=CC=1.O. The product is [CH3:41][C:42]1[C:47]([NH:48][C:13]([C:15]2[CH:16]=[CH:17][C:18]3[C@:24]4([CH2:32][C:33]5[CH:38]=[CH:37][CH:36]=[CH:35][CH:34]=5)[CH2:25][CH2:26][C@@:27]([CH2:30][CH3:31])([OH:29])[CH2:28][C@@H:23]4[CH2:22][C:21](=[O:39])[CH2:20][C:19]=3[CH:40]=2)=[O:12])=[CH:46][CH:45]=[CH:44][N:43]=1. The yield is 0.240. (10) The reactants are [Si:1]([O:8][C@@H:9]([CH3:15])[C:10](OCC)=[O:11])([C:4]([CH3:7])([CH3:6])[CH3:5])([CH3:3])[CH3:2].CC(C[AlH]CC(C)C)C.O.COC(C)(C)C. The catalyst is CCCCCC. The product is [Si:1]([O:8][C@@H:9]([CH3:15])[CH:10]=[O:11])([C:4]([CH3:7])([CH3:6])[CH3:5])([CH3:3])[CH3:2]. The yield is 0.870.